The task is: Regression. Given two drug SMILES strings and cell line genomic features, predict the synergy score measuring deviation from expected non-interaction effect.. This data is from Merck oncology drug combination screen with 23,052 pairs across 39 cell lines. (1) Drug 1: O=c1[nH]cc(F)c(=O)[nH]1. Drug 2: C=CCn1c(=O)c2cnc(Nc3ccc(N4CCN(C)CC4)cc3)nc2n1-c1cccc(C(C)(C)O)n1. Cell line: ES2. Synergy scores: synergy=10.1. (2) Drug 1: N#Cc1ccc(Cn2cncc2CN2CCN(c3cccc(Cl)c3)C(=O)C2)cc1. Drug 2: CCc1cnn2c(NCc3ccc[n+]([O-])c3)cc(N3CCCCC3CCO)nc12. Cell line: HCT116. Synergy scores: synergy=6.26. (3) Drug 1: Cn1nnc2c(C(N)=O)ncn2c1=O. Drug 2: CS(=O)(=O)CCNCc1ccc(-c2ccc3ncnc(Nc4ccc(OCc5cccc(F)c5)c(Cl)c4)c3c2)o1. Cell line: HCT116. Synergy scores: synergy=8.17.